Dataset: Reaction yield outcomes from USPTO patents with 853,638 reactions. Task: Predict the reaction yield, written as a fraction of the theoretical maximum amount of product (1.0 means a 100% yield; for example, 0.34 means a 34% yield). (1) The reactants are Cl[C:2]1[C:7]([C:8]([O:10][CH2:11][CH3:12])=[O:9])=[CH:6][N:5]=[C:4]([S:13][CH3:14])[N:3]=1.C1COCC1.[OH-].[NH4+:21]. The catalyst is O. The product is [NH2:21][C:2]1[C:7]([C:8]([O:10][CH2:11][CH3:12])=[O:9])=[CH:6][N:5]=[C:4]([S:13][CH3:14])[N:3]=1. The yield is 0.990. (2) The reactants are [O:1]=[C:2]1[C:10]2([CH2:14][O:13][C:12]3[CH:15]=[C:16]4[C:20](=[CH:21][C:11]2=3)[CH2:19][CH2:18][O:17]4)[C:9]2[C:4](=[CH:5][CH:6]=[CH:7][CH:8]=2)[N:3]1[CH2:22][C:23]1[CH:30]=[CH:29][C:26]([C:27]#[N:28])=[CH:25][CH:24]=1.[NH2:31][OH:32]. The catalyst is CS(C)=O.O. The product is [OH:32][N:31]=[C:27]([C:26]1[CH:29]=[CH:30][C:23]([CH2:22][N:3]2[C:4]3[C:9](=[CH:8][CH:7]=[CH:6][CH:5]=3)[C:10]3([CH2:14][O:13][C:12]4[CH:15]=[C:16]5[C:20](=[CH:21][C:11]3=4)[CH2:19][CH2:18][O:17]5)[C:2]2=[O:1])=[CH:24][CH:25]=1)[NH2:28]. The yield is 0.930. (3) The reactants are [C:1]([C:3]1[CH:8]=[CH:7][C:6]([S:9]([O-:11])=[O:10])=[CH:5][CH:4]=1)#[N:2].[Na+].Br[C:14]1[CH:22]=[CH:21][C:20]2[N:19]([CH3:23])[C:18]3[CH2:24][CH:25]4[NH:29][CH:28]([C:17]=3[C:16]=2[C:15]=1[C:30]([O:32][C:33]([CH3:36])([CH3:35])[CH3:34])=[O:31])[CH2:27][CH2:26]4. No catalyst specified. The product is [C:1]([C:3]1[CH:4]=[CH:5][C:6]([S:9]([C:14]2[CH:22]=[CH:21][C:20]3[N:19]([CH3:23])[C:18]4[CH2:24][CH:25]5[NH:29][CH:28]([C:17]=4[C:16]=3[C:15]=2[C:30]([O:32][C:33]([CH3:36])([CH3:35])[CH3:34])=[O:31])[CH2:27][CH2:26]5)(=[O:11])=[O:10])=[CH:7][CH:8]=1)#[N:2]. The yield is 0.500. (4) The reactants are [Cl:1][C:2]1[CH:7]=[CH:6][C:5]([C:8](=O)[CH2:9][C:10](=O)[C:11]([F:14])([F:13])[F:12])=[CH:4][CH:3]=1.[NH2:17][C:18]1[N:19]=[CH:20][NH:21][C:22]=1[C:23]#[N:24]. No catalyst specified. The product is [Cl:1][C:2]1[CH:7]=[CH:6][C:5]([C:8]2[CH:9]=[C:10]([C:11]([F:14])([F:13])[F:12])[N:19]3[CH:20]=[N:21][C:22]([C:23]#[N:24])=[C:18]3[N:17]=2)=[CH:4][CH:3]=1. The yield is 0.380. (5) The reactants are [Cl:1][C:2]1[N:7]=[C:6]([C:8]2[C:9]([C:17]3[CH:18]=[CH:19][C:20]([O:24][CH3:25])=[C:21]([CH:23]=3)[NH2:22])=[N:10][N:11]3[CH:16]=[CH:15][CH:14]=[CH:13][C:12]=23)[CH:5]=[CH:4][N:3]=1.[CH:26]1[CH:30]=[C:29]([CH2:31][C:32](Cl)=[O:33])[S:28][CH:27]=1. No catalyst specified. The product is [Cl:1][C:2]1[N:7]=[C:6]([C:8]2[C:9]([C:17]3[CH:18]=[CH:19][C:20]([O:24][CH3:25])=[C:21]([NH:22][C:32](=[O:33])[CH2:31][C:29]4[S:28][CH:27]=[CH:26][CH:30]=4)[CH:23]=3)=[N:10][N:11]3[CH:16]=[CH:15][CH:14]=[CH:13][C:12]=23)[CH:5]=[CH:4][N:3]=1. The yield is 0.840. (6) The reactants are [NH2:1][CH2:2][CH2:3][N:4]1[C:12]2[CH2:11][C:10]([F:14])([F:13])[CH2:9][CH2:8][C:7]=2[CH:6]=[C:5]1[C:15]([O:17]CC)=O.C(O)(=O)C. The catalyst is C1(C)C=CC=CC=1. The product is [F:13][C:10]1([F:14])[CH2:11][C:12]2[N:4]3[CH2:3][CH2:2][NH:1][C:15](=[O:17])[C:5]3=[CH:6][C:7]=2[CH2:8][CH2:9]1. The yield is 0.530.